From a dataset of Catalyst prediction with 721,799 reactions and 888 catalyst types from USPTO. Predict which catalyst facilitates the given reaction. (1) Reactant: [CH3:1][O:2][C:3]1[CH:8]=[CH:7][CH:6]=[C:5]([O:9][CH3:10])[CH:4]=1.[Al+3].[Cl-].[Cl-].[Cl-].[F:15][C:16]1[CH:24]=[CH:23][C:19]([C:20](Cl)=[O:21])=[CH:18][CH:17]=1. Product: [CH3:1][O:2][C:3]1[CH:4]=[C:5]([O:9][CH3:10])[CH:6]=[CH:7][C:8]=1[C:20]([C:19]1[CH:23]=[CH:24][C:16]([F:15])=[CH:17][CH:18]=1)=[O:21]. The catalyst class is: 2. (2) Reactant: [NH2:1][C@H:2]1[CH2:6][CH2:5][N:4]([C:7]([O:9][CH2:10][C:11]2[CH:16]=[CH:15][CH:14]=[CH:13][CH:12]=2)=[O:8])[CH2:3]1.[C:17]1(=O)[CH2:22][CH2:21][CH2:20][CH2:19][CH2:18]1.C([BH3-])#N.[Na+]. Product: [CH2:10]([O:9][C:7]([N:4]1[CH2:5][CH2:6][C@H:2]([NH:1][CH:17]2[CH2:22][CH2:21][CH2:20][CH2:19][CH2:18]2)[CH2:3]1)=[O:8])[C:11]1[CH:16]=[CH:15][CH:14]=[CH:13][CH:12]=1. The catalyst class is: 5. (3) Reactant: [CH3:1][C:2]1[CH:7]=[C:6]([O:8][CH3:9])[CH:5]=[C:4]([CH3:10])[C:3]=1[S:11](Cl)(=[O:13])=[O:12].[CH3:15][NH:16][CH2:17][C:18]1[NH:22][C:21]2[C:23]([C:27]([O:29][CH3:30])=[O:28])=[CH:24][CH:25]=[CH:26][C:20]=2[N:19]=1. Product: [CH3:9][O:8][C:6]1[CH:7]=[C:2]([CH3:1])[C:3]([S:11]([N:16]([CH2:17][C:18]2[NH:22][C:21]3[C:23]([C:27]([O:29][CH3:30])=[O:28])=[CH:24][CH:25]=[CH:26][C:20]=3[N:19]=2)[CH3:15])(=[O:13])=[O:12])=[C:4]([CH3:10])[CH:5]=1. The catalyst class is: 2. (4) Reactant: [CH3:1][O:2][C:3]1[C:11]2[O:10][C:9]([NH:12][CH:13]3[CH2:18][CH2:17][NH:16][CH2:15][CH2:14]3)=[N:8][C:7]=2[CH:6]=[CH:5][CH:4]=1.[CH2:19]([O:21][C:22]1[CH:23]=[C:24]([CH:27]=[C:28]([O:31][CH2:32][CH3:33])[C:29]=1[F:30])[CH:25]=O)[CH3:20].C([BH3-])#N.[Na+].C(N(C(C)C)C(C)C)C. Product: [CH2:19]([O:21][C:22]1[CH:23]=[C:24]([CH:27]=[C:28]([O:31][CH2:32][CH3:33])[C:29]=1[F:30])[CH2:25][N:16]1[CH2:17][CH2:18][CH:13]([NH:12][C:9]2[O:10][C:11]3[C:3]([O:2][CH3:1])=[CH:4][CH:5]=[CH:6][C:7]=3[N:8]=2)[CH2:14][CH2:15]1)[CH3:20]. The catalyst class is: 212. (5) Reactant: [C:1]([C:4]([CH:17]1[CH2:21][CH2:20][NH:19][CH2:18]1)([C:11]1[CH:16]=[CH:15][CH:14]=[CH:13][CH:12]=1)[C:5]1[CH:10]=[CH:9][CH:8]=[CH:7][CH:6]=1)(=[O:3])[NH2:2].Br[CH2:23][CH2:24][C:25]1[CH:26]=[CH:27][C:28]2[O:32][CH2:31][CH2:30][C:29]=2[CH:33]=1.C(=O)([O-])[O-].[K+].[K+]. Product: [C:1]([C:4]([CH:17]1[CH2:21][CH2:20][N:19]([CH2:23][CH2:24][C:25]2[CH:26]=[CH:27][C:28]3[O:32][CH2:31][CH2:30][C:29]=3[CH:33]=2)[CH2:18]1)([C:11]1[CH:12]=[CH:13][CH:14]=[CH:15][CH:16]=1)[C:5]1[CH:10]=[CH:9][CH:8]=[CH:7][CH:6]=1)(=[O:3])[NH2:2]. The catalyst class is: 10.